Dataset: Reaction yield outcomes from USPTO patents with 853,638 reactions. Task: Predict the reaction yield, written as a fraction of the theoretical maximum amount of product (1.0 means a 100% yield; for example, 0.34 means a 34% yield). (1) The reactants are [CH3:1][N:2]([CH3:49])[CH2:3]/[CH:4]=[CH:5]/[C:6]([N:8]1[CH2:12][CH2:11][C@@H:10]([NH:13][C:14]2[C:22]3[C:17](=[N:18][CH:19]=[CH:20][C:21]=3[O:23][C:24]3[CH:32]=[CH:31][C:30]([O:33][C:34]4[CH:39]=[CH:38][CH:37]=[CH:36][CH:35]=4)=[CH:29][C:25]=3[C:26]([NH2:28])=[O:27])[N:16](CC3C=CC(OC)=CC=3)[N:15]=2)[CH2:9]1)=[O:7].C(O)(C(F)(F)F)=O. No catalyst specified. The product is [CH3:49][N:2]([CH3:1])[CH2:3]/[CH:4]=[CH:5]/[C:6]([N:8]1[CH2:12][CH2:11][C@@H:10]([NH:13][C:14]2[C:22]3[C:17](=[N:18][CH:19]=[CH:20][C:21]=3[O:23][C:24]3[CH:32]=[CH:31][C:30]([O:33][C:34]4[CH:35]=[CH:36][CH:37]=[CH:38][CH:39]=4)=[CH:29][C:25]=3[C:26]([NH2:28])=[O:27])[NH:16][N:15]=2)[CH2:9]1)=[O:7]. The yield is 0.280. (2) The catalyst is C(Cl)Cl. The product is [Br:24][CH2:20][CH2:44][C:27]1[C:26]([F:25])=[CH:31][C:30]([O:32][Si:33]([CH:40]([CH3:42])[CH3:41])([CH:34]([CH3:36])[CH3:35])[CH:37]([CH3:38])[CH3:39])=[CH:29][C:28]=1[F:43]. The reactants are C1C=CC(P(C2C=CC=CC=2)C2C=CC=CC=2)=CC=1.[C:20]([Br:24])(Br)(Br)Br.[F:25][C:26]1[CH:31]=[C:30]([O:32][Si:33]([CH:40]([CH3:42])[CH3:41])([CH:37]([CH3:39])[CH3:38])[CH:34]([CH3:36])[CH3:35])[CH:29]=[C:28]([F:43])[C:27]=1[CH2:44]CO. The yield is 0.670. (3) The reactants are [Cl:1][C:2]1[CH:7]=[C:6]([O:8][C:9]2[C:10]([CH3:17])=[N:11][C:12](I)=[CH:13][C:14]=2[CH3:15])[CH:5]=[CH:4][N:3]=1.[C:18]([NH2:21])(=[O:20])[CH3:19].C([O-])([O-])=O.[Cs+].[Cs+]. The catalyst is O1CCOCC1.C1C=CC(/C=C/C(/C=C/C2C=CC=CC=2)=O)=CC=1.C1C=CC(/C=C/C(/C=C/C2C=CC=CC=2)=O)=CC=1.C1C=CC(/C=C/C(/C=C/C2C=CC=CC=2)=O)=CC=1.[Pd].[Pd].CC(C1C=C(C(C)C)C(C2C=CC=CC=2P(C2CCCCC2)C2CCCCC2)=C(C(C)C)C=1)C. The product is [Cl:1][C:2]1[CH:7]=[C:6]([O:8][C:9]2[C:14]([CH3:15])=[CH:13][C:12]([NH:21][C:18](=[O:20])[CH3:19])=[N:11][C:10]=2[CH3:17])[CH:5]=[CH:4][N:3]=1. The yield is 0.510. (4) The reactants are [Br:1][C:2]1[CH:7]=[CH:6][C:5]([F:8])=[CH:4][C:3]=1[C:9]1[NH:13][N:12]=[N:11][N:10]=1.IC.[C:16](=O)([O-])[O-].[K+].[K+]. The catalyst is CN(C)C=O. The product is [Br:1][C:2]1[CH:7]=[CH:6][C:5]([F:8])=[CH:4][C:3]=1[C:9]1[N:13]([CH3:16])[NH:12][NH:11][N:10]=1. The yield is 0.330.